This data is from Reaction yield outcomes from USPTO patents with 853,638 reactions. The task is: Predict the reaction yield, written as a fraction of the theoretical maximum amount of product (1.0 means a 100% yield; for example, 0.34 means a 34% yield). (1) The reactants are [Cl:1][C:2]1[CH:7]=[C:6]([Cl:8])[CH:5]=[CH:4][C:3]=1[SH:9].C(=O)([O-])[O-].[K+].[K+].Cl[C:17]1[CH:24]=[CH:23][CH:22]=[CH:21][C:18]=1[CH:19]=[O:20]. The catalyst is CN(C=O)C. The product is [Cl:1][C:2]1[CH:7]=[C:6]([Cl:8])[CH:5]=[CH:4][C:3]=1[S:9][C:17]1[CH:24]=[CH:23][CH:22]=[CH:21][C:18]=1[CH:19]=[O:20]. The yield is 0.830. (2) The reactants are [OH-].[Na+].[NH2:3][C:4]1[C:9]([Cl:10])=[C:8]([C:11]([O:13]C)=[O:12])[N:7]=[C:6]([C:15]2[CH:16]=[N:17][C:18]([CH:21]([F:23])[F:22])=[CH:19][CH:20]=2)[C:5]=1[F:24].Cl. The catalyst is CO. The product is [NH2:3][C:4]1[C:9]([Cl:10])=[C:8]([C:11]([OH:13])=[O:12])[N:7]=[C:6]([C:15]2[CH:16]=[N:17][C:18]([CH:21]([F:22])[F:23])=[CH:19][CH:20]=2)[C:5]=1[F:24]. The yield is 0.710.